Dataset: NCI-60 drug combinations with 297,098 pairs across 59 cell lines. Task: Regression. Given two drug SMILES strings and cell line genomic features, predict the synergy score measuring deviation from expected non-interaction effect. (1) Drug 1: CCC1=C2CN3C(=CC4=C(C3=O)COC(=O)C4(CC)O)C2=NC5=C1C=C(C=C5)O. Drug 2: C1CN1C2=NC(=NC(=N2)N3CC3)N4CC4. Cell line: KM12. Synergy scores: CSS=25.1, Synergy_ZIP=-7.06, Synergy_Bliss=0.0397, Synergy_Loewe=1.60, Synergy_HSA=3.91. (2) Drug 1: CC(CN1CC(=O)NC(=O)C1)N2CC(=O)NC(=O)C2. Drug 2: CN1C(=O)N2C=NC(=C2N=N1)C(=O)N. Cell line: NCI-H522. Synergy scores: CSS=15.1, Synergy_ZIP=-2.11, Synergy_Bliss=5.90, Synergy_Loewe=-1.28, Synergy_HSA=0.783.